Dataset: Catalyst prediction with 721,799 reactions and 888 catalyst types from USPTO. Task: Predict which catalyst facilitates the given reaction. (1) Reactant: [NH2:1][C:2]1[CH:11]=[C:10]2[C:5]([CH:6]([CH2:12][CH2:13][CH2:14][CH3:15])[O:7][C:8]2=[O:9])=[CH:4][CH:3]=1.[O-:16][C:17]#[N:18].[K+]. Product: [CH2:12]([CH:6]1[C:5]2[C:10](=[CH:11][C:2]([NH:1][C:17]([NH2:18])=[O:16])=[CH:3][CH:4]=2)[C:8](=[O:9])[O:7]1)[CH2:13][CH2:14][CH3:15]. The catalyst class is: 86. (2) Reactant: Cl.[CH2:2]([O:9][C:10](=[O:37])[NH:11][CH2:12][CH2:13][CH2:14][CH2:15][C@H:16]([NH:28][C:29]([C@@H:31]1[CH2:36][CH2:35][CH2:34][NH:33][CH2:32]1)=[O:30])[C:17]([C:19]1[S:20][C:21]2[CH:27]=[CH:26][CH:25]=[CH:24][C:22]=2[N:23]=1)=[O:18])[C:3]1[CH:8]=[CH:7][CH:6]=[CH:5][CH:4]=1.[C:38](Cl)(=[O:40])[CH3:39]. Product: [CH2:2]([O:9][C:10](=[O:37])[NH:11][CH2:12][CH2:13][CH2:14][CH2:15][C@H:16]([NH:28][C:29]([C@@H:31]1[CH2:36][CH2:35][CH2:34][N:33]([C:38](=[O:40])[CH3:39])[CH2:32]1)=[O:30])[C:17]([C:19]1[S:20][C:21]2[CH:27]=[CH:26][CH:25]=[CH:24][C:22]=2[N:23]=1)=[O:18])[C:3]1[CH:4]=[CH:5][CH:6]=[CH:7][CH:8]=1. The catalyst class is: 2.